From a dataset of Peptide-MHC class I binding affinity with 185,985 pairs from IEDB/IMGT. Regression. Given a peptide amino acid sequence and an MHC pseudo amino acid sequence, predict their binding affinity value. This is MHC class I binding data. (1) The peptide sequence is VPSVNEYHML. The MHC is HLA-B07:02 with pseudo-sequence HLA-B07:02. The binding affinity (normalized) is 0.344. (2) The peptide sequence is GEIKNCSFNI. The MHC is H-2-Kb with pseudo-sequence H-2-Kb. The binding affinity (normalized) is 0. (3) The peptide sequence is KLGEGFKSL. The MHC is HLA-A80:01 with pseudo-sequence HLA-A80:01. The binding affinity (normalized) is 0.0847. (4) The peptide sequence is MSDLTFSEE. The MHC is HLA-B08:01 with pseudo-sequence HLA-B08:01. The binding affinity (normalized) is 0.0847. (5) The peptide sequence is NLEPGTFDL. The MHC is HLA-B08:01 with pseudo-sequence HLA-B08:01. The binding affinity (normalized) is 0.0847. (6) The peptide sequence is LPVCQSSSMR. The MHC is HLA-B35:01 with pseudo-sequence HLA-B35:01. The binding affinity (normalized) is 0.464. (7) The peptide sequence is FSSQLGLFY. The MHC is HLA-B08:01 with pseudo-sequence HLA-B08:01. The binding affinity (normalized) is 0.213. (8) The peptide sequence is DEALKMTMAS. The MHC is HLA-B44:03 with pseudo-sequence HLA-B44:03. The binding affinity (normalized) is 0.0648.